Dataset: HIV replication inhibition screening data with 41,000+ compounds from the AIDS Antiviral Screen. Task: Binary Classification. Given a drug SMILES string, predict its activity (active/inactive) in a high-throughput screening assay against a specified biological target. (1) The molecule is COC(=O)C=C1SC(OC)(N(C)c2ccccc2)N(C)C1=O. The result is 0 (inactive). (2) The drug is CC(=O)c1ccc2c(c1)CC1(C2)Cc2cc3c(c(C(=O)O)c2C1)CCC3. The result is 0 (inactive).